This data is from Catalyst prediction with 721,799 reactions and 888 catalyst types from USPTO. The task is: Predict which catalyst facilitates the given reaction. (1) Reactant: Cl.[CH3:2][C:3]([NH:39]C(=O)OC(C)(C)C)([CH3:38])[C:4]([NH:6][C@H:7]([CH2:34][CH:35]([CH3:37])[CH3:36])[C:8](=[O:33])[NH:9][CH:10]1[CH2:19][C:18]2[C:13](=[C:14]([N:20]3[CH2:24][CH2:23][CH2:22][C:21]3=[O:25])[CH:15]=[CH:16][CH:17]=2)[N:12]([CH2:26][C:27]2[CH:31]=[CH:30][S:29][CH:28]=2)[C:11]1=[O:32])=[O:5].[OH-].[Na+]. Product: [NH2:39][C:3]([CH3:2])([CH3:38])[C:4]([NH:6][C@H:7]([CH2:34][CH:35]([CH3:36])[CH3:37])[C:8]([NH:9][CH:10]1[CH2:19][C:18]2[C:13](=[C:14]([N:20]3[CH2:24][CH2:23][CH2:22][C:21]3=[O:25])[CH:15]=[CH:16][CH:17]=2)[N:12]([CH2:26][C:27]2[CH:31]=[CH:30][S:29][CH:28]=2)[C:11]1=[O:32])=[O:33])=[O:5]. The catalyst class is: 7. (2) Reactant: O[CH:2]1[CH2:11][C:6]2([CH2:10][CH2:9][CH2:8][CH2:7]2)[CH:5]([C:12]([O:14][CH2:15][CH3:16])=[O:13])[C:4]([CH3:17])=[CH:3]1.C([SiH](CC)CC)C.B(F)(F)F.CCOCC. Product: [CH3:17][C:4]1[CH:5]([C:12]([O:14][CH2:15][CH3:16])=[O:13])[C:6]2([CH2:11][CH2:2][CH:3]=1)[CH2:10][CH2:9][CH2:8][CH2:7]2. The catalyst class is: 4. (3) Reactant: [CH3:1][C:2]1[CH:3]=[N:4][CH:5]=[CH:6][C:7]=1[NH2:8].[C:9](O[C:9]([O:11][C:12]([CH3:15])([CH3:14])[CH3:13])=[O:10])([O:11][C:12]([CH3:15])([CH3:14])[CH3:13])=[O:10]. Product: [C:9]([C:3]1[C:2]([CH3:1])=[C:7]([NH2:8])[CH:6]=[CH:5][N:4]=1)([O:11][C:12]([CH3:15])([CH3:14])[CH3:13])=[O:10]. The catalyst class is: 134. (4) Reactant: [F:1][C:2]1[CH:7]=[CH:6][C:5]([C:8](O)([CH3:25])[CH2:9][N:10]2[C:18]3[CH:17]=[CH:16][C:15]([CH3:19])=[CH:14][C:13]=3[C:12]3[CH2:20][N:21]([CH3:24])[CH2:22][CH2:23][C:11]2=3)=[CH:4][CH:3]=1.S(=O)(=O)(O)O.[OH-].[K+].[F:34][C:35]1[CH:40]=[CH:39][C:38](/[C:41](/[CH3:58])=[CH:42]\[N:43]2[C:51]3[CH:50]=[CH:49][C:48]([CH3:52])=[CH:47][C:46]=3[C:45]3[CH2:53][N:54]([CH3:57])[CH2:55][CH2:56][C:44]2=3)=[CH:37][CH:36]=1. Product: [F:1][C:2]1[CH:3]=[CH:4][C:5](/[C:8](/[CH3:25])=[CH:9]/[N:10]2[C:18]3[CH:17]=[CH:16][C:15]([CH3:19])=[CH:14][C:13]=3[C:12]3[CH2:20][N:21]([CH3:24])[CH2:22][CH2:23][C:11]2=3)=[CH:6][CH:7]=1.[F:34][C:35]1[CH:36]=[CH:37][C:38]([C:41](=[CH2:58])[CH2:42][N:43]2[C:51]3[CH:50]=[CH:49][C:48]([CH3:52])=[CH:47][C:46]=3[C:45]3[CH2:53][N:54]([CH3:57])[CH2:55][CH2:56][C:44]2=3)=[CH:39][CH:40]=1. The catalyst class is: 25.